This data is from Reaction yield outcomes from USPTO patents with 853,638 reactions. The task is: Predict the reaction yield, written as a fraction of the theoretical maximum amount of product (1.0 means a 100% yield; for example, 0.34 means a 34% yield). (1) The reactants are [F:1][C:2]([F:16])([F:15])[O:3][C:4]1[CH:5]=[C:6]([CH:10]=[CH:11][C:12](O)=[O:13])[CH:7]=[CH:8][CH:9]=1.C(Cl)(=O)C(Cl)=O.[NH3:23]. The catalyst is C1COCC1.CN(C)C=O. The product is [F:1][C:2]([F:16])([F:15])[O:3][C:4]1[CH:5]=[C:6]([CH:10]=[CH:11][C:12]([NH2:23])=[O:13])[CH:7]=[CH:8][CH:9]=1. The yield is 0.450. (2) The reactants are [F:1][C:2]1[CH:7]=[CH:6][C:5]([NH:8][C:9]2[C:14]([CH3:15])=[CH:13][C:12]([CH3:16])=[CH:11][C:10]=2[CH3:17])=[C:4]([N+:18]([O-])=O)[CH:3]=1. The catalyst is [Pd].C(OCC)(=O)C. The product is [F:1][C:2]1[CH:3]=[C:4]([NH2:18])[C:5]([NH:8][C:9]2[C:10]([CH3:17])=[CH:11][C:12]([CH3:16])=[CH:13][C:14]=2[CH3:15])=[CH:6][CH:7]=1. The yield is 1.00. (3) The reactants are Cl.[NH2:2][OH:3].[OH-].[K+].C[O:7][C:8]([CH:10]([NH:15][C:16](=[O:22])[O:17][C:18]([CH3:21])([CH3:20])[CH3:19])[CH2:11][CH2:12][CH2:13][CH3:14])=O.O. The catalyst is CO.C(O)(=O)C. The product is [OH:3][NH:2][C:8]([CH:10]([NH:15][C:16](=[O:22])[O:17][C:18]([CH3:21])([CH3:20])[CH3:19])[CH2:11][CH2:12][CH2:13][CH3:14])=[O:7]. The yield is 0.900. (4) The reactants are [CH2:1]([O:8][NH:9][S:10]([C:13]1[CH:18]=[CH:17][CH:16]=[CH:15][C:14]=1[N+:19]([O-:21])=[O:20])(=[O:12])=[O:11])[C:2]1[CH:7]=[CH:6][CH:5]=[CH:4][CH:3]=1.O[C@@H:23]1[CH2:28][N:27]([C:29]([O:31][C:32]([CH3:35])([CH3:34])[CH3:33])=[O:30])[C@H:26]([C:36]([O:38][CH2:39][CH3:40])=[O:37])[CH2:25][CH2:24]1.C1C=CC(P(C2C=CC=CC=2)C2C=CC=CC=2)=CC=1.CCOC(/N=N/C(OCC)=O)=O. The catalyst is C1COCC1. The product is [CH2:1]([O:8][N:9]([C@H:23]1[CH2:28][N:27]([C:29]([O:31][C:32]([CH3:33])([CH3:34])[CH3:35])=[O:30])[C@H:26]([C:36]([O:38][CH2:39][CH3:40])=[O:37])[CH2:25][CH2:24]1)[S:10]([C:13]1[CH:18]=[CH:17][CH:16]=[CH:15][C:14]=1[N+:19]([O-:21])=[O:20])(=[O:12])=[O:11])[C:2]1[CH:7]=[CH:6][CH:5]=[CH:4][CH:3]=1. The yield is 0.800. (5) The reactants are [O:1]=[C:2]1[N:6]([C:7]2[CH:8]=[CH:9][C:10]3[C:16](=[O:17])[CH2:15][CH2:14][CH2:13][CH2:12][C:11]=3[CH:18]=2)[CH2:5][C@H:4]([CH2:19][NH:20][C:21](=[O:23])[CH3:22])[O:3]1.[Li+].C[Si]([N-][Si](C)(C)C)(C)C.[CH3:34][C:35]1[N:36]=[N:37][S:38][C:39]=1[C:40](Cl)=[O:41]. The catalyst is C1COCC1. The product is [CH3:34][C:35]1[N:36]=[N:37][S:38][C:39]=1[C:40]([CH:15]1[CH2:14][CH2:13][CH2:12][C:11]2[CH:18]=[C:7]([N:6]3[CH2:5][C@H:4]([CH2:19][NH:20][C:21](=[O:23])[CH3:22])[O:3][C:2]3=[O:1])[CH:8]=[CH:9][C:10]=2[C:16]1=[O:17])=[O:41]. The yield is 0.360. (6) The reactants are [F:1][C:2]1[C:7]([O:8][CH3:9])=[CH:6][C:5]([O:10][CH3:11])=[C:4]([F:12])[C:3]=1[N:13]=[CH:14][C:15]1[C:16]([NH:23][CH2:24][CH3:25])=[N:17][C:18]([S:21][CH3:22])=[N:19][CH:20]=1.[H-].[Al+3].[Li+].[H-].[H-].[H-]. The catalyst is O1CCCC1. The product is [F:1][C:2]1[C:7]([O:8][CH3:9])=[CH:6][C:5]([O:10][CH3:11])=[C:4]([F:12])[C:3]=1[NH:13][CH2:14][C:15]1[C:16]([NH:23][CH2:24][CH3:25])=[N:17][C:18]([S:21][CH3:22])=[N:19][CH:20]=1. The yield is 0.760. (7) The reactants are [CH:1]1([C@@:7]([OH:17])([C:11]2[CH:16]=[CH:15][CH:14]=[CH:13][CH:12]=2)[C:8](O)=[O:9])[CH2:6][CH2:5][CH2:4][CH2:3][CH2:2]1.C(N1C=CN=C1)([N:20]1C=CN=C1)=O.N. The catalyst is ClCCl. The product is [CH:1]1([C@@:7]([OH:17])([C:11]2[CH:16]=[CH:15][CH:14]=[CH:13][CH:12]=2)[C:8]([NH2:20])=[O:9])[CH2:6][CH2:5][CH2:4][CH2:3][CH2:2]1. The yield is 0.920.